Dataset: Forward reaction prediction with 1.9M reactions from USPTO patents (1976-2016). Task: Predict the product of the given reaction. (1) Given the reactants F[C:2]1[CH:9]=[CH:8][C:7]([B:10]2[O:14][C:13]([CH3:16])([CH3:15])[C:12]([CH3:18])([CH3:17])[O:11]2)=[CH:6][C:3]=1[C:4]#[N:5].C(=O)([O-])[O-].[K+].[K+].Cl.[OH:26][CH:27]1[CH2:30][NH:29][CH2:28]1, predict the reaction product. The product is: [OH:26][CH:27]1[CH2:30][N:29]([C:2]2[CH:9]=[CH:8][C:7]([B:10]3[O:14][C:13]([CH3:16])([CH3:15])[C:12]([CH3:18])([CH3:17])[O:11]3)=[CH:6][C:3]=2[C:4]#[N:5])[CH2:28]1. (2) Given the reactants [Cl:1][C:2]1[C:10]2[N:9]=[C:8]3[N:11]([C:15]4[C:16]([CH3:24])=[N:17][C:18]([N:21]([CH3:23])[CH3:22])=[CH:19][CH:20]=4)[CH2:12][CH2:13][CH2:14][N:7]3[C:6]=2[C:5]([CH2:25][OH:26])=[CH:4][CH:3]=1, predict the reaction product. The product is: [Cl:1][C:2]1[CH:3]=[CH:4][C:5]([CH:25]=[O:26])=[C:6]2[C:10]=1[N:9]=[C:8]1[N:11]([C:15]3[C:16]([CH3:24])=[N:17][C:18]([N:21]([CH3:23])[CH3:22])=[CH:19][CH:20]=3)[CH2:12][CH2:13][CH2:14][N:7]21. (3) Given the reactants [C:1]([O:5][C:6](=[O:25])[NH:7][C:8]1[CH:13]=[C:12]([N:14]2[CH2:19][CH2:18][CH2:17][CH2:16][CH2:15]2)[C:11]([C:20]#[N:21])=[CH:10][C:9]=1[N+:22]([O-])=O)([CH3:4])([CH3:3])[CH3:2].O.O.Cl[Sn]Cl, predict the reaction product. The product is: [C:1]([O:5][C:6](=[O:25])[NH:7][C:8]1[CH:13]=[C:12]([N:14]2[CH2:19][CH2:18][CH2:17][CH2:16][CH2:15]2)[C:11]([C:20]#[N:21])=[CH:10][C:9]=1[NH2:22])([CH3:4])([CH3:2])[CH3:3]. (4) Given the reactants [Li][CH2:2]CCC.[C:6]([O:10][C@@H:11]([C:17]1[C:26]([CH:27]=O)=[CH:25][C:24]2[C:19](=[CH:20][CH:21]=[CH:22][CH:23]=2)[C:18]=1[C:29]1[CH:34]=[CH:33][C:32]([Cl:35])=[CH:31][CH:30]=1)[C:12]([O:14][CH2:15][CH3:16])=[O:13])([CH3:9])([CH3:8])[CH3:7], predict the reaction product. The product is: [C:6]([O:10][C@@H:11]([C:17]1[C:26]([CH:27]=[CH2:2])=[CH:25][C:24]2[C:19](=[CH:20][CH:21]=[CH:22][CH:23]=2)[C:18]=1[C:29]1[CH:30]=[CH:31][C:32]([Cl:35])=[CH:33][CH:34]=1)[C:12]([O:14][CH2:15][CH3:16])=[O:13])([CH3:7])([CH3:8])[CH3:9]. (5) The product is: [NH2:26][CH:27]([C:31]1[CH:36]=[CH:35][CH:34]=[CH:33][CH:32]=1)[C:28]([N:10]([CH2:9][CH2:8][C:5]1[CH:4]=[CH:3][C:2]([Cl:1])=[CH:7][CH:6]=1)[C:11]1[CH:16]=[CH:15][C:14]([F:17])=[C:13]([CH3:18])[CH:12]=1)=[O:29]. Given the reactants [Cl:1][C:2]1[CH:7]=[CH:6][C:5]([CH2:8][CH2:9][NH:10][C:11]2[CH:16]=[CH:15][C:14]([F:17])=[C:13]([CH3:18])[CH:12]=2)=[CH:4][CH:3]=1.C(OC([NH:26][CH:27]([C:31]1[CH:36]=[CH:35][CH:34]=[CH:33][CH:32]=1)[C:28](O)=[O:29])=O)(C)(C)C, predict the reaction product. (6) Given the reactants [N:1]1[C:10]2[C:5](=[CH:6][CH:7]=[CH:8][CH:9]=2)[C:4]([CH:11]([NH2:13])[CH3:12])=[CH:3][CH:2]=1.[CH3:14][O:15][C:16]1[C:21]([C:22]2[CH:27]=[CH:26][C:25]([O:28][CH3:29])=[CH:24][CH:23]=2)=[CH:20][C:19]([CH:30]=O)=[CH:18][CH:17]=1.C(O)(=O)C.C([BH3-])#N.[Na+], predict the reaction product. The product is: [CH3:14][O:15][C:16]1[C:21]([C:22]2[CH:27]=[CH:26][C:25]([O:28][CH3:29])=[CH:24][CH:23]=2)=[CH:20][C:19]([CH2:30][NH:13][CH:11]([C:4]2[C:5]3[C:10](=[CH:9][CH:8]=[CH:7][CH:6]=3)[N:1]=[CH:2][CH:3]=2)[CH3:12])=[CH:18][CH:17]=1. (7) Given the reactants [OH:1]O.[N:3]1([C:9]2[CH:14]=[CH:13][N:12]=[C:11]([NH:15][C:16]3[S:17][C:18]([C:21]4[CH:22]=[N:23][CH:24]=[C:25]([CH:28]=4)[C:26]#[N:27])=[CH:19][N:20]=3)[CH:10]=2)[CH2:8][CH2:7][O:6][CH2:5][CH2:4]1.[OH-].[Na+], predict the reaction product. The product is: [N:3]1([C:9]2[CH:14]=[CH:13][N:12]=[C:11]([NH:15][C:16]3[S:17][C:18]([C:21]4[CH:22]=[N:23][CH:24]=[C:25]([CH:28]=4)[C:26]([NH2:27])=[O:1])=[CH:19][N:20]=3)[CH:10]=2)[CH2:4][CH2:5][O:6][CH2:7][CH2:8]1. (8) Given the reactants C([Li])(C)(C)C.BrC1C(C)=CC(C)=CC=1C.[CH3:16][O:17][C:18]1[CH:19]=[N:20][CH:21]=[CH:22][CH:23]=1.[Cl:24][C:25]1[CH:26]=[C:27]2[C:31](=[CH:32][CH:33]=1)[NH:30][C:29](=[O:34])[C:28]2=[O:35], predict the reaction product. The product is: [Cl:24][C:25]1[CH:26]=[C:27]2[C:31](=[CH:32][CH:33]=1)[NH:30][C:29](=[O:34])[C:28]2([OH:35])[C:23]1[CH:22]=[CH:21][N:20]=[CH:19][C:18]=1[O:17][CH3:16].